From a dataset of Full USPTO retrosynthesis dataset with 1.9M reactions from patents (1976-2016). Predict the reactants needed to synthesize the given product. Given the product [ClH:32].[F:1][C:2]1[CH:7]=[CH:6][CH:5]=[CH:4][C:3]=1[C:8]1[N:9]([S:15]([C:18]2[CH:25]=[CH:24][C:21]([C:22]#[N:23])=[CH:20][CH:19]=2)(=[O:17])=[O:16])[CH:10]=[C:11]([CH2:13][NH:29][CH3:28])[CH:12]=1, predict the reactants needed to synthesize it. The reactants are: [F:1][C:2]1[CH:7]=[CH:6][CH:5]=[CH:4][C:3]=1[C:8]1[N:9]([S:15]([C:18]2[CH:25]=[CH:24][C:21]([C:22]#[N:23])=[CH:20][CH:19]=2)(=[O:17])=[O:16])[CH:10]=[C:11]([CH:13]=O)[CH:12]=1.CO.[CH3:28][NH2:29].[BH4-].[Na+].[ClH:32].C(=O)([O-])O.[Na+].